Task: Predict the product of the given reaction.. Dataset: Forward reaction prediction with 1.9M reactions from USPTO patents (1976-2016) Given the reactants Br[C:2]1[N:7]=[CH:6][C:5]([C:8]2[C:16]3[C:11](=[CH:12][C:13]([F:17])=[CH:14][CH:15]=3)[N:10]([S:18]([C:21]3[CH:26]=[CH:25][CH:24]=[CH:23][CH:22]=3)(=[O:20])=[O:19])[CH:9]=2)=[CH:4][CH:3]=1.[NH2:27][CH2:28][CH2:29][S:30]([NH2:33])(=[O:32])=[O:31], predict the reaction product. The product is: [F:17][C:13]1[CH:12]=[C:11]2[C:16]([C:8]([C:5]3[CH:4]=[CH:3][C:2]([NH:27][CH2:28][CH2:29][S:30]([NH2:33])(=[O:32])=[O:31])=[N:7][CH:6]=3)=[CH:9][N:10]2[S:18]([C:21]2[CH:26]=[CH:25][CH:24]=[CH:23][CH:22]=2)(=[O:20])=[O:19])=[CH:15][CH:14]=1.